Dataset: Peptide-MHC class I binding affinity with 185,985 pairs from IEDB/IMGT. Task: Regression. Given a peptide amino acid sequence and an MHC pseudo amino acid sequence, predict their binding affinity value. This is MHC class I binding data. (1) The peptide sequence is RDRFKRTSF. The MHC is HLA-A02:19 with pseudo-sequence HLA-A02:19. The binding affinity (normalized) is 0.0847. (2) The peptide sequence is EIEPKLDGYY. The MHC is HLA-A26:01 with pseudo-sequence HLA-A26:01. The binding affinity (normalized) is 0.529.